From a dataset of Full USPTO retrosynthesis dataset with 1.9M reactions from patents (1976-2016). Predict the reactants needed to synthesize the given product. (1) Given the product [NH2:13][C:10]1[CH:11]=[CH:12][C:7]([O:6][CH2:5][C@@H:4]([CH:1]2[CH2:2][CH2:3]2)[OH:18])=[C:8]([O:16][CH3:17])[CH:9]=1, predict the reactants needed to synthesize it. The reactants are: [CH:1]1([C@@H:4]([OH:18])[CH2:5][O:6][C:7]2[CH:12]=[CH:11][C:10]([N+:13]([O-])=O)=[CH:9][C:8]=2[O:16][CH3:17])[CH2:3][CH2:2]1. (2) The reactants are: [CH3:1][C@@H:2]([NH:5][C:6](=[O:19])[C:7]1[CH:12]=[C:11](F)[CH:10]=[C:9]([C:14]([F:17])([F:16])[F:15])[C:8]=1[Cl:18])[C:3]#[CH:4].[N:20]([C:23]1[N:28]=[CH:27][C:26]([F:29])=[CH:25][N:24]=1)=[N+:21]=[N-:22].[CH2:30](Br)[CH:31]=[CH2:32].C([O-])([O-])=O.[Cs+].[Cs+]. Given the product [CH2:32]([C:4]1[N:20]([C:23]2[N:28]=[CH:27][C:26]([F:29])=[CH:25][N:24]=2)[N:21]=[N:22][C:3]=1[C@H:2]([NH:5][C:6](=[O:19])[C:7]1[CH:12]=[CH:11][CH:10]=[C:9]([C:14]([F:17])([F:16])[F:15])[C:8]=1[Cl:18])[CH3:1])[CH:31]=[CH2:30], predict the reactants needed to synthesize it. (3) Given the product [O:19]=[C:13]1[CH:12]([N:5]2[C:4](=[O:20])[C:3]3[C:7](=[CH:8][CH:9]=[CH:10][C:2]=3[NH:1][C:23](=[O:24])[CH2:22][Cl:21])[C:6]2=[O:11])[CH2:17][CH2:16][C:15](=[O:18])[NH:14]1, predict the reactants needed to synthesize it. The reactants are: [NH2:1][C:2]1[CH:10]=[CH:9][CH:8]=[C:7]2[C:3]=1[C:4](=[O:20])[N:5]([CH:12]1[CH2:17][CH2:16][C:15](=[O:18])[NH:14][C:13]1=[O:19])[C:6]2=[O:11].[Cl:21][CH2:22][C:23](Cl)=[O:24]. (4) Given the product [S:2]([OH:5])([OH:4])(=[O:3])=[O:1].[OH:6][C:7]1[CH:12]=[CH:11][CH:10]=[CH:9][C:8]=1[C:13]1[N:22]=[C:21]([N:23]2[CH2:27][CH2:26][C@@H:25]([NH:28][C:29](=[O:35])[O:30][CH2:31][CH:32]([CH3:34])[CH3:33])[CH2:24]2)[C:20]2[C:15](=[CH:16][C:17]([CH3:36])=[CH:18][CH:19]=2)[N:14]=1, predict the reactants needed to synthesize it. The reactants are: [OH:1][S:2]([OH:5])(=[O:4])=[O:3].[OH:6][C:7]1[CH:12]=[CH:11][CH:10]=[CH:9][C:8]=1[C:13]1[N:22]=[C:21]([N:23]2[CH2:27][CH2:26][C@@H:25]([NH:28][C:29](=[O:35])[O:30][CH2:31][CH:32]([CH3:34])[CH3:33])[CH2:24]2)[C:20]2[C:15](=[CH:16][C:17]([CH3:36])=[CH:18][CH:19]=2)[N:14]=1. (5) Given the product [N+:29]([C:26]1[CH:25]=[CH:24][C:23]([O:22][C:20]([N:8]2[CH2:9][CH2:10][CH:5]([O:4][N+:2]([O-:11])=[O:3])[CH2:6][CH2:7]2)=[O:21])=[CH:28][CH:27]=1)([O-:31])=[O:30], predict the reactants needed to synthesize it. The reactants are: Cl.[N+:2]([O-:11])([O:4][CH:5]1[CH2:10][CH2:9][NH:8][CH2:7][CH2:6]1)=[O:3].CCN(CC)CC.Cl[C:20]([O:22][C:23]1[CH:28]=[CH:27][C:26]([N+:29]([O-:31])=[O:30])=[CH:25][CH:24]=1)=[O:21]. (6) The reactants are: Br[C:2]1[CH:3]=[C:4]([C:9]2[O:13][C:12](=[O:14])[N:11]([CH3:15])[N:10]=2)[CH:5]=[CH:6][C:7]=1[CH3:8].C[Sn](C)(C)[C:18]1[N:19]=[CH:20][C:21]([NH2:24])=[N:22][CH:23]=1.NC1C=NC(Br)=CN=1. Given the product [NH2:24][C:21]1[N:22]=[CH:23][C:18]([C:2]2[CH:3]=[C:4]([C:9]3[O:13][C:12](=[O:14])[N:11]([CH3:15])[N:10]=3)[CH:5]=[CH:6][C:7]=2[CH3:8])=[N:19][CH:20]=1, predict the reactants needed to synthesize it. (7) Given the product [CH3:37][C:36]1[C:7]([CH2:6][CH2:5][C:4]([O:3][CH2:1][CH3:2])=[O:39])=[C:8]([CH3:38])[C:9]2[C:17]3[C:12](=[CH:13][CH:14]=[CH:15][CH:16]=3)[N:11]([CH2:18][C:19]3[CH:20]=[CH:21][C:22]([C@H:25]([CH:29]4[CH2:30][CH2:31][O:32][CH2:33][CH2:34]4)[C:26](=[O:27])[N:71]4[CH2:70][CH2:69][N:68]([C:63]5[CH:64]=[CH:65][CH:66]=[CH:67][N:62]=5)[CH2:73][CH2:72]4)=[CH:23][CH:24]=3)[C:10]=2[N:35]=1, predict the reactants needed to synthesize it. The reactants are: [CH2:1]([O:3][C:4](=[O:39])[CH2:5][CH2:6][C:7]1[C:36]([CH3:37])=[N:35][C:10]2[N:11]([CH2:18][C:19]3[CH:24]=[CH:23][C:22]([C@H:25]([CH:29]4[CH2:34][CH2:33][O:32][CH2:31][CH2:30]4)[C:26](O)=[O:27])=[CH:21][CH:20]=3)[C:12]3[C:17]([C:9]=2[C:8]=1[CH3:38])=[CH:16][CH:15]=[CH:14][CH:13]=3)[CH3:2].ON1C2C=CC=CC=2N=N1.Cl.C(N=C=NCCCN(C)C)C.[N:62]1[CH:67]=[CH:66][CH:65]=[CH:64][C:63]=1[N:68]1[CH2:73][CH2:72][NH:71][CH2:70][CH2:69]1. (8) Given the product [Cl:32][C:10]1[CH:11]=[C:12]2[C:7](=[CH:8][CH:9]=1)[CH:6]=[C:5]([CH2:4][C:3]([OH:33])=[O:2])[C:14]([CH3:15])=[C:13]2[C:16]1[CH:21]=[CH:20][C:19]([NH:22][C:23]([NH:25][C:26]2[CH:27]=[CH:28][CH:29]=[CH:30][CH:31]=2)=[O:24])=[CH:18][CH:17]=1, predict the reactants needed to synthesize it. The reactants are: C[O:2][C:3](=[O:33])[CH2:4][C:5]1[C:14]([CH3:15])=[C:13]([C:16]2[CH:21]=[CH:20][C:19]([NH:22][C:23]([NH:25][C:26]3[CH:31]=[CH:30][CH:29]=[CH:28][CH:27]=3)=[O:24])=[CH:18][CH:17]=2)[C:12]2[C:7](=[CH:8][CH:9]=[C:10]([Cl:32])[CH:11]=2)[CH:6]=1.[OH-].[Na+]. (9) The reactants are: Br[C:2]1[CH:3]=[C:4]([CH:7]=[CH:8][C:9]=1[CH3:10])[C:5]#[N:6].C1C=CC(P(C2C=CC=CC=2)C2C=CC=CC=2)=CC=1.C1COCC1.[Si:35]([C:39]#[CH:40])([CH3:38])([CH3:37])[CH3:36]. Given the product [CH3:10][C:9]1[CH:8]=[CH:7][C:4]([C:5]#[N:6])=[CH:3][C:2]=1[C:40]#[C:39][Si:35]([CH3:38])([CH3:37])[CH3:36], predict the reactants needed to synthesize it. (10) The reactants are: [O:1]=[C:2]1[C:10]2([C:22]3[C:13](=[CH:14][C:15]4[O:20][CH2:19][CH2:18][O:17][C:16]=4[CH:21]=3)[O:12][CH2:11]2)[C:9]2[C:4](=[CH:5][CH:6]=[CH:7][CH:8]=2)[N:3]1[CH2:23][C:24]1[CH:33]=[CH:32][C:27]([C:28]([O:30]C)=[O:29])=[CH:26][CH:25]=1.O=C1C2(COC3C=C4C(=CC2=3)CCO4)C2C(=CC=CC=2)N1CC1C=C(C=CC=1)C(OC)=O. Given the product [O:1]=[C:2]1[C:10]2([C:22]3[C:13](=[CH:14][C:15]4[O:20][CH2:19][CH2:18][O:17][C:16]=4[CH:21]=3)[O:12][CH2:11]2)[C:9]2[C:4](=[CH:5][CH:6]=[CH:7][CH:8]=2)[N:3]1[CH2:23][C:24]1[CH:25]=[CH:26][C:27]([C:28]([OH:30])=[O:29])=[CH:32][CH:33]=1, predict the reactants needed to synthesize it.